Dataset: Catalyst prediction with 721,799 reactions and 888 catalyst types from USPTO. Task: Predict which catalyst facilitates the given reaction. (1) Reactant: OB(O)[C:3]1[CH:11]=[CH:10][C:6]([C:7]([OH:9])=[O:8])=[CH:5][CH:4]=1.[C:13]([N:16]1[C:25]2[C:20](=[CH:21][C:22](Br)=[CH:23][CH:24]=2)[C@H:19]([NH:27][C:28]2[CH:33]=[CH:32][CH:31]=[CH:30][CH:29]=2)[CH2:18][C@@H:17]1[CH2:34][CH2:35][CH3:36])(=[O:15])[CH3:14].C(=O)([O-])[O-].[K+].[K+]. Product: [C:13]([N:16]1[C:25]2[C:20](=[CH:21][C:22]([C:3]3[CH:11]=[CH:10][C:6]([C:7]([OH:9])=[O:8])=[CH:5][CH:4]=3)=[CH:23][CH:24]=2)[C@H:19]([NH:27][C:28]2[CH:33]=[CH:32][CH:31]=[CH:30][CH:29]=2)[CH2:18][C@@H:17]1[CH2:34][CH2:35][CH3:36])(=[O:15])[CH3:14]. The catalyst class is: 70. (2) Reactant: O=[C:2]1[C:7]([C:8]#[N:9])=[CH:6][NH:5][C:4]2[CH:10]=[C:11]([C:13]3[CH:18]=[CH:17][CH:16]=[CH:15][CH:14]=3)[S:12][C:3]1=2.P(Cl)(Cl)([Cl:21])=O. Product: [Cl:21][C:2]1[C:7]([C:8]#[N:9])=[CH:6][N:5]=[C:4]2[CH:10]=[C:11]([C:13]3[CH:18]=[CH:17][CH:16]=[CH:15][CH:14]=3)[S:12][C:3]=12. The catalyst class is: 81. (3) Reactant: [F:1][C:2]1[CH:3]=[C:4]([C@@H:8]2[N:12]([C:13]([O:15][C:16]([CH3:19])([CH3:18])[CH3:17])=[O:14])[C@H:11]([C:20]([O:22][CH2:23][CH3:24])=[O:21])[CH2:10][CH2:9]2)[CH:5]=[N:6][CH:7]=1.[CH3:25][Si]([N-][Si](C)(C)C)(C)C.[K+].C1(C)C=CC=CC=1.CI.[Na+].[Cl-]. Product: [F:1][C:2]1[CH:3]=[C:4]([C@@H:8]2[N:12]([C:13]([O:15][C:16]([CH3:17])([CH3:18])[CH3:19])=[O:14])[C@:11]([CH3:25])([C:20]([O:22][CH2:23][CH3:24])=[O:21])[CH2:10][CH2:9]2)[CH:5]=[N:6][CH:7]=1. The catalyst class is: 1. (4) Reactant: [F:1][CH:2]([F:37])[C:3]1[N:7]([C:8]2[N:13]=[C:12]([N:14]3[CH2:19][CH2:18][O:17][CH2:16][CH2:15]3)[N:11]=[C:10]([N:20]3[CH2:25][CH2:24][N:23]([S:26]([CH:29]=[CH2:30])(=[O:28])=[O:27])[CH2:22][CH2:21]3)[N:9]=2)[C:6]2[CH:31]=[CH:32][CH:33]=[C:34]([O:35][CH3:36])[C:5]=2[N:4]=1.FC(F)(F)C(O)=O.[NH:45]1[CH2:50][CH2:49][S:48](=[O:51])[CH2:47][CH2:46]1.CCN(C(C)C)C(C)C. Product: [F:37][CH:2]([F:1])[C:3]1[N:7]([C:8]2[N:13]=[C:12]([N:14]3[CH2:15][CH2:16][O:17][CH2:18][CH2:19]3)[N:11]=[C:10]([N:20]3[CH2:21][CH2:22][N:23]([S:26]([CH2:29][CH2:30][N:45]4[CH2:50][CH2:49][S:48](=[O:51])[CH2:47][CH2:46]4)(=[O:28])=[O:27])[CH2:24][CH2:25]3)[N:9]=2)[C:6]2[CH:31]=[CH:32][CH:33]=[C:34]([O:35][CH3:36])[C:5]=2[N:4]=1. The catalyst class is: 1. (5) Product: [C:9]([O:8][C@H:7]1[C@H:12]([O:13][C:14](=[O:16])[CH3:15])[C@@H:17]([CH2:19][O:20][C:21](=[O:23])[CH3:22])[O:18][C@@H:5]([OH:4])[C@@H:6]1[NH:24][C:25]([O:27][CH2:28][C:29]1[CH:34]=[CH:33][CH:32]=[CH:31][CH:30]=1)=[O:26])(=[O:11])[CH3:10]. The catalyst class is: 49. Reactant: C([O:4][C@@H:5]1[O:18][C@H:17]([CH2:19][O:20][C:21](=[O:23])[CH3:22])[C@@H:12]([O:13][C:14](=[O:16])[CH3:15])[C@H:7]([O:8][C:9](=[O:11])[CH3:10])[C@H:6]1[NH:24][C:25]([O:27][CH2:28][C:29]1[CH:34]=[CH:33][CH:32]=[CH:31][CH:30]=1)=[O:26])(=O)C.C(O)(=O)C.NN.